Predict the product of the given reaction. From a dataset of Forward reaction prediction with 1.9M reactions from USPTO patents (1976-2016). (1) Given the reactants Cl[CH:2]([C:30]1[CH:34]=[CH:33][N:32]([Si:35]([CH:42]([CH3:44])[CH3:43])([CH:39]([CH3:41])[CH3:40])[CH:36]([CH3:38])[CH3:37])[CH:31]=1)[CH2:3][CH2:4][CH2:5][C:6]1[N:7]=[CH:8][N:9](C(C2C=CC=CC=2)(C2C=CC=CC=2)C2C=CC=CC=2)[CH:10]=1.CO, predict the reaction product. The product is: [CH:39]([Si:35]([CH:36]([CH3:38])[CH3:37])([CH:42]([CH3:43])[CH3:44])[N:32]1[CH:33]=[CH:34][C:30]([CH:2]2[N:7]3[CH:8]=[N:9][CH:10]=[C:6]3[CH2:5][CH2:4][CH2:3]2)=[CH:31]1)([CH3:41])[CH3:40]. (2) Given the reactants [Li+].C[Si]([N-][Si](C)(C)C)(C)C.[C:11](#[N:13])[CH3:12].[Cl:14][C:15]1[CH:16]=[CH:17][C:18]([CH3:25])=[C:19]([CH:24]=1)[C:20](OC)=[O:21].[NH4+].[Cl-], predict the reaction product. The product is: [Cl:14][C:15]1[CH:16]=[CH:17][C:18]([CH3:25])=[C:19]([C:20](=[O:21])[CH2:12][C:11]#[N:13])[CH:24]=1. (3) Given the reactants [C:1]([O:5][C:6]([N:8]1[C:13]2([CH2:19][O:18][CH2:17][CH2:16][O:15][CH2:14]2)[C:12](=[O:20])[N:11]([CH2:21][C:22]([OH:24])=O)[C@H:10]([C:25]2[CH:30]=[CH:29][CH:28]=[CH:27][CH:26]=2)[CH2:9]1)=[O:7])([CH3:4])([CH3:3])[CH3:2].CN(C(ON1N=NC2C=CC=NC1=2)=[N+](C)C)C.F[P-](F)(F)(F)(F)F.[NH2:55][C:56]1[CH:57]=[C:58]2[C:71](=[CH:72][CH:73]=1)[CH2:70][C@@:60]1([C:68]3[C:63](=[N:64][CH:65]=[CH:66][CH:67]=3)[NH:62][C:61]1=[O:69])[CH2:59]2, predict the reaction product. The product is: [O:20]=[C:12]1[C:13]2([CH2:19][O:18][CH2:17][CH2:16][O:15][CH2:14]2)[N:8]([C:6]([O:5][C:1]([CH3:2])([CH3:4])[CH3:3])=[O:7])[CH2:9][C@@H:10]([C:25]2[CH:30]=[CH:29][CH:28]=[CH:27][CH:26]=2)[N:11]1[CH2:21][C:22](=[O:24])[NH:55][C:56]1[CH:57]=[C:58]2[C:71](=[CH:72][CH:73]=1)[CH2:70][C@:60]1([C:68]3[C:63](=[N:64][CH:65]=[CH:66][CH:67]=3)[NH:62][C:61]1=[O:69])[CH2:59]2. (4) Given the reactants [Si:1]([O:8][CH2:9][CH:10]1[CH2:19][C:18]2[C:13](=[CH:14][CH:15]=[CH:16][CH:17]=2)[N:12]([C:20]2[C:24]3[CH2:25][N:26]([C:29](=[O:31])[CH3:30])[CH2:27][CH2:28][C:23]=3[N:22]([C@H:32]3[CH2:36][CH2:35][O:34][CH2:33]3)[N:21]=2)[CH2:11]1)([C:4]([CH3:7])([CH3:6])[CH3:5])([CH3:3])[CH3:2].[Br:37]N1C(=O)CCC1=O, predict the reaction product. The product is: [Br:37][C:16]1[CH:17]=[C:18]2[C:13](=[CH:14][CH:15]=1)[N:12]([C:20]1[C:24]3[CH2:25][N:26]([C:29](=[O:31])[CH3:30])[CH2:27][CH2:28][C:23]=3[N:22]([C@H:32]3[CH2:36][CH2:35][O:34][CH2:33]3)[N:21]=1)[CH2:11][CH:10]([CH2:9][O:8][Si:1]([C:4]([CH3:6])([CH3:7])[CH3:5])([CH3:2])[CH3:3])[CH2:19]2. (5) Given the reactants [F:1][C:2]1[CH:7]=[CH:6][C:5]([C:8]2[CH:12]=[C:11]([NH2:13])[NH:10][N:9]=2)=[CH:4][CH:3]=1.[Br:14][CH:15]([CH:18]=O)[CH:16]=O.O.C1(C)C=CC(S(O)(=O)=O)=CC=1, predict the reaction product. The product is: [Br:14][C:15]1[CH:16]=[N:13][C:11]2[N:10]([N:9]=[C:8]([C:5]3[CH:4]=[CH:3][C:2]([F:1])=[CH:7][CH:6]=3)[CH:12]=2)[CH:18]=1. (6) Given the reactants [Cl:1][C:2]1[CH:7]=[C:6]([F:8])[CH:5]=[CH:4][C:3]=1[CH2:9][C:10]([OH:12])=[O:11].C([Li])CCC.Br[CH2:19][CH2:20][CH2:21][Cl:22], predict the reaction product. The product is: [Cl:22][CH2:21][CH2:20][CH2:19][CH:9]([C:3]1[CH:4]=[CH:5][C:6]([F:8])=[CH:7][C:2]=1[Cl:1])[C:10]([OH:12])=[O:11].